From a dataset of Forward reaction prediction with 1.9M reactions from USPTO patents (1976-2016). Predict the product of the given reaction. (1) Given the reactants [BH4-].[Na+].[CH2:3]([N:10]1[C:14]([CH:15]=[O:16])=[C:13]([Cl:17])[N:12]=[C:11]1[C:18]1[CH:23]=[CH:22][C:21]([N+:24]([O-:26])=[O:25])=[CH:20][CH:19]=1)[C:4]1[CH:9]=[CH:8][CH:7]=[CH:6][CH:5]=1, predict the reaction product. The product is: [CH2:3]([N:10]1[C:14]([CH2:15][OH:16])=[C:13]([Cl:17])[N:12]=[C:11]1[C:18]1[CH:19]=[CH:20][C:21]([N+:24]([O-:26])=[O:25])=[CH:22][CH:23]=1)[C:4]1[CH:9]=[CH:8][CH:7]=[CH:6][CH:5]=1. (2) Given the reactants C(Cl)Cl.CC1(C)C(C)(C)OB([C:12]2[CH:22]=[CH:21][CH:20]=[CH:19][C:13]=2[C:14](OCC)=O)O1.C(OC([C:29]1[CH:34]=[CH:33]C=[CH:31][C:30]=1B(O)O)=O)C, predict the reaction product. The product is: [C:14]1([C:13]2[CH:12]=[CH:22][CH:21]=[CH:20][CH:19]=2)[CH:33]=[CH:34][CH:29]=[CH:30][CH:31]=1. (3) The product is: [N:8]1([CH:46]2[CH2:45][CH2:44][N:43]([C:4](=[O:3])[CH:5]([NH:26][C:65]3[CH:66]=[C:61]4[C:62](=[CH:63][CH:64]=3)[NH:67][N:68]=[CH:59]4)[CH2:6][C:7]([N:8]3[CH2:9][CH2:10][CH:11]([N:14]4[CH2:23][C:22]5[C:17](=[CH:18][CH:19]=[CH:20][CH:21]=5)[NH:16][C:15]4=[O:24])[CH2:12][CH2:13]3)=[O:25])[CH2:48][CH2:47]2)[CH2:13][CH2:12][CH2:11][CH2:10][CH2:9]1. Given the reactants C([O:3][C:4](=O)[CH:5]([NH:26]C1C=C2C(=CC=1)NN=C2)[CH2:6][C:7](=[O:25])[N:8]1[CH2:13][CH2:12][CH:11]([N:14]2[CH2:23][C:22]3[C:17](=[CH:18][CH:19]=[CH:20][CH:21]=3)[NH:16][C:15]2=[O:24])[CH2:10][CH2:9]1)C.[N:43]1([N:43]2[CH2:48][CH2:47][CH2:46][CH2:45][CH2:44]2)[CH2:48][CH2:47][CH2:46][CH2:45][CH2:44]1.CCOP(ON1[N:68]=[N:67][C:62]2[CH:63]=[CH:64][CH:65]=[CH:66][C:61]=2[C:59]1=O)(OCC)=O, predict the reaction product. (4) Given the reactants [S:1]1[C:5]2[CH:6]=[CH:7][CH:8]=[CH:9][C:4]=2[C:3](/[CH:10]=[CH:11]\[C:12]([OH:14])=[O:13])=[CH:2]1, predict the reaction product. The product is: [S:1]1[C:5]2[CH:6]=[CH:7][CH:8]=[CH:9][C:4]=2[C:3]([CH2:10][CH2:11][C:12]([OH:14])=[O:13])=[CH:2]1. (5) Given the reactants [O:1]1[C:5]2([CH2:10][CH2:9][N:8]([C:11]3[CH:18]=[CH:17][C:14]([CH:15]=O)=[CH:13][CH:12]=3)[CH2:7][CH2:6]2)[O:4][CH2:3][CH2:2]1.[C:19]([O:27][CH2:28][CH3:29])(=[O:26])[CH2:20][C:21]([O:23][CH2:24][CH3:25])=[O:22].C([O-])(=O)C, predict the reaction product. The product is: [CH2:24]([O:23][C:21](=[O:22])[C:20](=[CH:15][C:14]1[CH:17]=[CH:18][C:11]([N:8]2[CH2:9][CH2:10][C:5]3([O:4][CH2:3][CH2:2][O:1]3)[CH2:6][CH2:7]2)=[CH:12][CH:13]=1)[C:19]([O:27][CH2:28][CH3:29])=[O:26])[CH3:25]. (6) Given the reactants I(C1C=CC=CC=1C(O)=O)(=O)=O.[CH:13]1([CH:16]([OH:25])[C:17]2[CH:18]=[C:19]([CH:22]=[CH:23][CH:24]=2)[C:20]#[N:21])[CH2:15][CH2:14]1, predict the reaction product. The product is: [CH:13]1([C:16]([C:17]2[CH:18]=[C:19]([CH:22]=[CH:23][CH:24]=2)[C:20]#[N:21])=[O:25])[CH2:15][CH2:14]1. (7) The product is: [CH3:44][C:33]1([CH3:45])[C@H:34]([C:36]([N:38]2[CH2:43][CH2:42][O:41][CH2:40][CH2:39]2)=[O:37])[CH2:35][C@@H:32]1[NH:31][C:30]([C@:14]12[CH2:26][CH2:25][C@@H:24]([C:27]([CH3:29])=[CH2:28])[C@@H:15]1[C@@H:16]1[C@@:11]([CH3:47])([CH2:12][CH2:13]2)[C@@:10]2([CH3:48])[C@@H:19]([C@:20]3([CH3:23])[C@@H:7]([CH2:8][CH2:9]2)[C:6]([CH3:49])([CH3:50])[C@@H:5]([OH:4])[CH2:22][CH2:21]3)[CH2:18][CH2:17]1)=[O:46]. Given the reactants C([O:4][C@H:5]1[CH2:22][CH2:21][C@@:20]2([CH3:23])[C@@H:7]([CH2:8][CH2:9][C@:10]3([CH3:48])[C@@H:19]2[CH2:18][CH2:17][C@H:16]2[C@@:11]3([CH3:47])[CH2:12][CH2:13][C@@:14]3([C:30](=[O:46])[NH:31][C@H:32]4[CH2:35][C@@H:34]([C:36]([N:38]5[CH2:43][CH2:42][O:41][CH2:40][CH2:39]5)=[O:37])[C:33]4([CH3:45])[CH3:44])[CH2:26][CH2:25][C@@H:24]([C:27]([CH3:29])=[CH2:28])[C@@H:15]32)[C:6]1([CH3:50])[CH3:49])(=O)C.[OH-].[Na+], predict the reaction product.